Dataset: Catalyst prediction with 721,799 reactions and 888 catalyst types from USPTO. Task: Predict which catalyst facilitates the given reaction. (1) Reactant: [Cl:1][C:2]1[C:3]2[CH:13]=[C:12]([O:14][CH3:15])[C:11]([F:16])=[CH:10][C:4]=2[S:5][C:6]=1[C:7](O)=[O:8].C(Cl)(=O)C(Cl)=O.C(N(CC)CC)C.[NH2:30][C:31]1[NH:35][N:34]=[N:33][N:32]=1. Product: [NH:32]1[C:31]([NH:30][C:7]([C:6]2[S:5][C:4]3[CH:10]=[C:11]([F:16])[C:12]([O:14][CH3:15])=[CH:13][C:3]=3[C:2]=2[Cl:1])=[O:8])=[N:35][N:34]=[N:33]1. The catalyst class is: 606. (2) Reactant: [Br:1][C:2]1[CH:3]=[CH:4][C:5]2[N:6]([C:8](I)=[CH:9][N:10]=2)[CH:7]=1.[F:12][C:13]1[CH:18]=[CH:17][C:16](B(O)O)=[CH:15][CH:14]=1.C(=O)([O-])[O-].[Na+].[Na+].O. Product: [Br:1][C:2]1[CH:3]=[CH:4][C:5]2[N:6]([C:8]([C:16]3[CH:17]=[CH:18][C:13]([F:12])=[CH:14][CH:15]=3)=[CH:9][N:10]=2)[CH:7]=1. The catalyst class is: 104.